Dataset: Peptide-MHC class II binding affinity with 134,281 pairs from IEDB. Task: Regression. Given a peptide amino acid sequence and an MHC pseudo amino acid sequence, predict their binding affinity value. This is MHC class II binding data. (1) The MHC is H-2-IAb with pseudo-sequence H-2-IAb. The peptide sequence is GFFTSVGKGIHTVFG. The binding affinity (normalized) is 0.193. (2) The peptide sequence is YTVALFLAVALVAGP. The MHC is HLA-DPA10103-DPB10201 with pseudo-sequence HLA-DPA10103-DPB10201. The binding affinity (normalized) is 0.218. (3) The peptide sequence is EKKYFAATPFEPLAA. The MHC is HLA-DPA10103-DPB10401 with pseudo-sequence HLA-DPA10103-DPB10401. The binding affinity (normalized) is 1.00. (4) The peptide sequence is SCSKVDVNYAFLHATDLLPA. The MHC is HLA-DQA10301-DQB10302 with pseudo-sequence HLA-DQA10301-DQB10302. The binding affinity (normalized) is 0. (5) The peptide sequence is GELEIVDKIDAAFKI. The MHC is DRB1_1201 with pseudo-sequence DRB1_1201. The binding affinity (normalized) is 0.649. (6) The peptide sequence is GPGSTGLNITGVTCG. The MHC is HLA-DQA10401-DQB10402 with pseudo-sequence HLA-DQA10401-DQB10402. The binding affinity (normalized) is 0.0564. (7) The binding affinity (normalized) is 0.316. The peptide sequence is GVLYVGSKTKEGVVH. The MHC is DRB1_0301 with pseudo-sequence DRB1_0301. (8) The peptide sequence is PCVFIKRVSNVIIHG. The MHC is DRB1_0901 with pseudo-sequence DRB1_0901. The binding affinity (normalized) is 0.500.